Dataset: Full USPTO retrosynthesis dataset with 1.9M reactions from patents (1976-2016). Task: Predict the reactants needed to synthesize the given product. (1) Given the product [N+:20]([C:15]1[CH:16]=[N:17][CH:18]=[CH:19][C:14]=1[C:31]1[CH2:40][CH2:39][C:34]2([O:38][CH2:37][CH2:36][O:35]2)[CH2:33][CH:32]=1)([O-:22])=[O:21], predict the reactants needed to synthesize it. The reactants are: COCCOC.C(=O)([O-])[O-].[Na+].[Na+].Cl[C:14]1[CH:19]=[CH:18][N:17]=[CH:16][C:15]=1[N+:20]([O-:22])=[O:21].CC1(C)C(C)(C)OB([C:31]2[CH2:40][CH2:39][C:34]3([O:38][CH2:37][CH2:36][O:35]3)[CH2:33][CH:32]=2)O1. (2) Given the product [CH:1](=[C:8]1[CH2:11][N:10]([C:12]([O:14][C:15]([CH3:18])([CH3:17])[CH3:16])=[O:13])[CH2:9]1)[CH3:2], predict the reactants needed to synthesize it. The reactants are: [CH3:1][C:2](C)([O-])C.[K+].O=[C:8]1[CH2:11][N:10]([C:12]([O:14][C:15]([CH3:18])([CH3:17])[CH3:16])=[O:13])[CH2:9]1.